The task is: Predict the product of the given reaction.. This data is from Forward reaction prediction with 1.9M reactions from USPTO patents (1976-2016). Given the reactants Cl.[Cl:2][C:3]1[C:4]2[S:11][C:10]([C:12]3[CH2:13][CH2:14][NH:15][CH2:16][CH:17]=3)=[CH:9][C:5]=2[N:6]=[CH:7][N:8]=1.[N:18]1([C:24](Cl)=[O:25])[CH2:23][CH2:22][O:21][CH2:20][CH2:19]1.C(N(CC)C(C)C)(C)C, predict the reaction product. The product is: [Cl:2][C:3]1[C:4]2[S:11][C:10]([C:12]3[CH2:13][CH2:14][N:15]([C:24]([N:18]4[CH2:23][CH2:22][O:21][CH2:20][CH2:19]4)=[O:25])[CH2:16][CH:17]=3)=[CH:9][C:5]=2[N:6]=[CH:7][N:8]=1.